The task is: Predict which catalyst facilitates the given reaction.. This data is from Catalyst prediction with 721,799 reactions and 888 catalyst types from USPTO. (1) Reactant: CSC.B.[Br:5][CH2:6][C:7]1[CH:8]=[C:9]([CH2:14][C:15](O)=[O:16])[CH:10]=[C:11]([Cl:13])[CH:12]=1. Product: [Br:5][CH2:6][C:7]1[CH:8]=[C:9]([CH2:14][CH2:15][OH:16])[CH:10]=[C:11]([Cl:13])[CH:12]=1. The catalyst class is: 1. (2) Reactant: [OH:1][C@@H:2]([CH2:25][OH:26])[CH2:3][C:4]1[CH:5]=[C:6]([F:24])[C:7]([C:10]2([F:23])[CH2:15][CH2:14][N:13](C(OC(C)(C)C)=O)[CH2:12][CH2:11]2)=[N:8][CH:9]=1.Cl.C(OCC)C. Product: [F:24][C:6]1[CH:5]=[C:4]([CH2:3][C@@H:2]([OH:1])[CH2:25][OH:26])[CH:9]=[N:8][C:7]=1[C:10]1([F:23])[CH2:11][CH2:12][NH:13][CH2:14][CH2:15]1. The catalyst class is: 269. (3) Reactant: [CH2:1]([O:3][C:4]1[C:9]([C:10]([C:12]2[CH:17]=[CH:16][N:15]=[C:14]([C:18]([F:21])([F:20])[F:19])[CH:13]=2)=[O:11])=[N:8][N:7]([C:22]2[CH:27]=[CH:26][C:25]([F:28])=[CH:24][CH:23]=2)[C:6](=[O:29])[CH:5]=1)[CH3:2].O1CCCC1.[BH4-].[Na+]. Product: [CH2:1]([O:3][C:4]1[C:9]([CH:10]([OH:11])[C:12]2[CH:17]=[CH:16][N:15]=[C:14]([C:18]([F:21])([F:20])[F:19])[CH:13]=2)=[N:8][N:7]([C:22]2[CH:23]=[CH:24][C:25]([F:28])=[CH:26][CH:27]=2)[C:6](=[O:29])[CH:5]=1)[CH3:2]. The catalyst class is: 5. (4) Product: [OH:13][CH:12]([CH:11]=[C:10]([CH3:14])[CH3:9])[CH2:2][C:1]#[N:3]. Reactant: [C:1](#[N:3])[CH3:2].[Li]CCCC.[CH3:9][C:10]([CH3:14])=[CH:11][CH:12]=[O:13]. The catalyst class is: 1.